Dataset: Full USPTO retrosynthesis dataset with 1.9M reactions from patents (1976-2016). Task: Predict the reactants needed to synthesize the given product. (1) Given the product [CH3:14][C@H:13]1[O:15][C@H:16]([CH2:17][OH:18])[C@@H:10]([OH:9])[CH:11]=[CH:12]1, predict the reactants needed to synthesize it. The reactants are: C[O-].[Na+].CO.C([O:9][C@@H:10]1[C@@H:16]([CH2:17][O:18]C(=O)C)[O:15][C@H:13]([CH3:14])[CH:12]=[CH:11]1)(=O)C. (2) Given the product [CH2:1]1[C:5]2[C:6]3[C:11]([C:12]4[CH:13]=[CH:14][CH:15]=[CH:16][C:17]=4[C:4]=2[CH:3]=[C:2]1[Si:18]([CH3:21])([CH3:20])[NH:26][C:22]([CH3:25])([CH3:24])[CH3:23])=[CH:10][CH:9]=[CH:8][CH:7]=3, predict the reactants needed to synthesize it. The reactants are: [CH2:1]1[C:5]2[C:6]3[C:11]([C:12]4[CH:13]=[CH:14][CH:15]=[CH:16][C:17]=4[C:4]=2[CH:3]=[C:2]1[Si:18]([CH3:21])([CH3:20])Cl)=[CH:10][CH:9]=[CH:8][CH:7]=3.[C:22]([NH2:26])([CH3:25])([CH3:24])[CH3:23]. (3) The reactants are: Br[C:2]1[CH:3]=[CH:4][C:5]2[O:10][CH2:9][CH2:8][N:7]([C:11]3[CH:12]=[N:13][C:14]([O:19][CH3:20])=[C:15]([CH:18]=3)[C:16]#[N:17])[C:6]=2[CH:21]=1.[C:22]([O:26][C:27]([N:29]1[CH2:33][CH2:32][C@H:31]([NH2:34])[CH2:30]1)=[O:28])([CH3:25])([CH3:24])[CH3:23].C1(P(C2CCCCC2)C2C=CC=CC=2C2C=CC=CC=2)CCCCC1.CC([O-])(C)C.[Na+]. Given the product [C:22]([O:26][C:27]([N:29]1[CH2:33][CH2:32][C@H:31]([NH:34][C:2]2[CH:3]=[CH:4][C:5]3[O:10][CH2:9][CH2:8][N:7]([C:11]4[CH:12]=[N:13][C:14]([O:19][CH3:20])=[C:15]([C:16]#[N:17])[CH:18]=4)[C:6]=3[CH:21]=2)[CH2:30]1)=[O:28])([CH3:25])([CH3:23])[CH3:24], predict the reactants needed to synthesize it. (4) Given the product [CH3:35][C:25]1[CH:24]=[CH:23][C:22]([CH2:21][N:16]2[C:17]3[C:13](=[CH:12][C:11]([O:10][CH2:3][C:4]4[CH:5]=[CH:6][CH:7]=[CH:8][CH:9]=4)=[CH:19][CH:18]=3)[CH:14]=[CH:15]2)=[CH:34][C:26]=1[C:27]([O:29][C:30]([CH3:33])([CH3:32])[CH3:31])=[O:28], predict the reactants needed to synthesize it. The reactants are: [H-].[Na+].[CH2:3]([O:10][C:11]1[CH:12]=[C:13]2[C:17](=[CH:18][CH:19]=1)[NH:16][CH:15]=[CH:14]2)[C:4]1[CH:9]=[CH:8][CH:7]=[CH:6][CH:5]=1.Br[CH2:21][C:22]1[CH:23]=[CH:24][C:25]([CH3:35])=[C:26]([CH:34]=1)[C:27]([O:29][C:30]([CH3:33])([CH3:32])[CH3:31])=[O:28]. (5) The reactants are: [Br:1][C:2]1[CH:8]=[C:7]([Cl:9])[CH:6]=[C:5]([F:10])[C:3]=1N.F[B-](F)(F)F.N#[O+].[C-:18]#[N:19].[K+]. Given the product [Br:1][C:2]1[CH:8]=[C:7]([Cl:9])[CH:6]=[C:5]([F:10])[C:3]=1[C:18]#[N:19], predict the reactants needed to synthesize it. (6) The reactants are: [CH3:1][N:2]1[C:11]2[C:6](=[CH:7][C:8]([C:12]#[C:13][CH2:14][C:15]3[CH:20]=[CH:19][CH:18]=[CH:17][CH:16]=3)=[CH:9][CH:10]=2)[C:5](=[O:21])[N:4]([CH2:22][C:23]2[CH:31]=[CH:30][C:26]([C:27](Cl)=[O:28])=[CH:25][CH:24]=2)[C:3]1=[O:32].[H-].[Al+3].[Li+].[H-].[H-].[H-]. Given the product [OH:28][CH2:27][C:26]1[CH:25]=[CH:24][C:23]([CH2:22][N:4]2[C:5](=[O:21])[C:6]3[C:11](=[CH:10][CH:9]=[C:8]([C:12]#[C:13][CH2:14][C:15]4[CH:16]=[CH:17][CH:18]=[CH:19][CH:20]=4)[CH:7]=3)[N:2]([CH3:1])[C:3]2=[O:32])=[CH:31][CH:30]=1, predict the reactants needed to synthesize it. (7) The reactants are: O.[C:2]1([C:8](B(O)O)=[CH2:9])[CH:7]=[CH:6][CH:5]=[CH:4][CH:3]=1.Cl[C:14]1[N:19]=[C:18]2[S:20][C:21]([CH3:23])=[N:22][C:17]2=[CH:16][CH:15]=1.O1CCOCC1.C(=O)([O-])[O-].[K+].[K+]. Given the product [CH3:23][C:21]1[S:20][C:18]2[C:17]([N:22]=1)=[CH:16][CH:15]=[C:14]([C:8]([C:2]1[CH:7]=[CH:6][CH:5]=[CH:4][CH:3]=1)=[CH2:9])[N:19]=2, predict the reactants needed to synthesize it.